From a dataset of Catalyst prediction with 721,799 reactions and 888 catalyst types from USPTO. Predict which catalyst facilitates the given reaction. (1) The catalyst class is: 117. Reactant: [CH3:1][O:2][C:3]([C@@:5]1([F:29])[C@H:7]([C:8]2[CH:13]=[CH:12][C:11](B3OC(C)(C)C(C)(C)O3)=[CH:10][CH:9]=2)[C@H:6]1[C:23]1[CH:28]=[CH:27][CH:26]=[CH:25][CH:24]=1)=[O:4].Br[C:31]1[N:36]=[C:35]([C:37]([F:40])([F:39])[F:38])[CH:34]=[CH:33][N:32]=1.C([O-])([O-])=O.[Na+].[Na+]. Product: [CH3:1][O:2][C:3]([C@@:5]1([F:29])[C@H:7]([C:8]2[CH:9]=[CH:10][C:11]([C:31]3[N:36]=[C:35]([C:37]([F:40])([F:39])[F:38])[CH:34]=[CH:33][N:32]=3)=[CH:12][CH:13]=2)[C@H:6]1[C:23]1[CH:28]=[CH:27][CH:26]=[CH:25][CH:24]=1)=[O:4]. (2) Reactant: [OH-:1].[K+].[NH:3]1[C:11]2[C:6](=[CH:7][CH:8]=[CH:9][CH:10]=2)[C:5](=O)[C:4]1=[O:13].[CH3:14][CH2:15][O:16][C:17]([CH3:19])=O. Product: [CH2:15]([O:16][C:17]1[CH:19]=[CH:11][C:6]([C:7]2[CH:8]=[C:5]([C:4]([OH:13])=[O:1])[C:6]3[C:11](=[CH:10][CH:9]=[CH:8][CH:7]=3)[N:3]=2)=[CH:5][CH:4]=1)[CH3:14]. The catalyst class is: 88. (3) Reactant: C1(C(C2C=CC=CC=2)=[N:8][C:9]2[C:10]([NH:15][C:16]3[CH:21]=[CH:20][CH:19]=[C:18]([CH3:22])[N:17]=3)=[CH:11][CH:12]=[CH:13][CH:14]=2)C=CC=CC=1.Cl. Product: [CH3:22][C:18]1[N:17]=[C:16]([NH:15][C:10]2[C:9]([NH2:8])=[CH:14][CH:13]=[CH:12][CH:11]=2)[CH:21]=[CH:20][CH:19]=1. The catalyst class is: 7. (4) Reactant: [F:1][C:2]1[CH:7]=[CH:6][C:5]([NH:8][C:9]2[S:10][CH:11]=[CH:12][N:13]=2)=[CH:4][CH:3]=1.C[Si]([N-][Si](C)(C)C)(C)C.[Na+].Cl.Cl[CH2:26][CH2:27][N:28]1[CH2:32][CH2:31][CH2:30][CH2:29]1.CCOC(C)=O. Product: [F:1][C:2]1[CH:3]=[CH:4][C:5]([N:8]([CH2:26][CH2:27][N:28]2[CH2:32][CH2:31][CH2:30][CH2:29]2)[C:9]2[S:10][CH:11]=[CH:12][N:13]=2)=[CH:6][CH:7]=1. The catalyst class is: 1. (5) Reactant: [C-:1]#[N:2].[K+].[Br:4][C:5]1[C:6]([Cl:21])=[N:7][C:8](S(C)(=O)=O)=[N:9][C:10]=1[N:11]1[CH2:15][CH2:14][CH2:13][CH:12]1[CH3:16]. Product: [Br:4][C:5]1[C:6]([Cl:21])=[N:7][C:8]([C:1]#[N:2])=[N:9][C:10]=1[N:11]1[CH2:15][CH2:14][CH2:13][CH:12]1[CH3:16]. The catalyst class is: 10. (6) Reactant: [CH:1]1([C:4]2[CH:5]=[C:6]3[C:10](=[C:11]([CH:13]([O:15][CH2:16][C:17]4([C:23]5[CH:28]=[CH:27][C:26]([F:29])=[CH:25][CH:24]=5)[CH2:22][CH2:21][NH:20][CH2:19][CH2:18]4)[CH3:14])[CH:12]=2)[NH:9][N:8]=[CH:7]3)[CH2:3][CH2:2]1.[C:30]([BH3-])#N.[Na+].C=O.C(O)(=O)C. The catalyst class is: 477. Product: [CH:1]1([C:4]2[CH:5]=[C:6]3[C:10](=[C:11]([CH:13]([O:15][CH2:16][C:17]4([C:23]5[CH:24]=[CH:25][C:26]([F:29])=[CH:27][CH:28]=5)[CH2:22][CH2:21][N:20]([CH3:30])[CH2:19][CH2:18]4)[CH3:14])[CH:12]=2)[NH:9][N:8]=[CH:7]3)[CH2:3][CH2:2]1.